This data is from CYP3A4 inhibition data for predicting drug metabolism from PubChem BioAssay. The task is: Regression/Classification. Given a drug SMILES string, predict its absorption, distribution, metabolism, or excretion properties. Task type varies by dataset: regression for continuous measurements (e.g., permeability, clearance, half-life) or binary classification for categorical outcomes (e.g., BBB penetration, CYP inhibition). Dataset: cyp3a4_veith. (1) The molecule is COc1ccc(C(NC(=O)c2ccc(-c3ccccc3)cc2)c2ccccc2)cc1. The result is 1 (inhibitor). (2) The compound is c1cncc(CNc2nc(-c3ccoc3)nc3ccccc23)c1. The result is 1 (inhibitor). (3) The drug is CC1(C)Cc2c(sc3nc(SCC(=O)NCc4ccccc4)n(-c4ccccc4)c(=O)c23)CS1. The result is 1 (inhibitor).